From a dataset of Forward reaction prediction with 1.9M reactions from USPTO patents (1976-2016). Predict the product of the given reaction. (1) Given the reactants Cl[C:2]1[N:11]=[CH:10][C:9]([Cl:12])=[CH:8][C:3]=1[C:4]([O:6][CH3:7])=[O:5].[Cl-].[F:14][C:15]1[CH:22]=[CH:21][C:18]([CH2:19][Zn+])=[CH:17][CH:16]=1.O, predict the reaction product. The product is: [Cl:12][C:9]1[CH:10]=[N:11][C:2]([CH2:19][C:18]2[CH:21]=[CH:22][C:15]([F:14])=[CH:16][CH:17]=2)=[C:3]([CH:8]=1)[C:4]([O:6][CH3:7])=[O:5]. (2) Given the reactants [OH-].[K+].[OH:3][CH2:4][CH2:5][C:6]1[CH:11]=[CH:10][C:9](B(O)O)=[CH:8][CH:7]=1.[C:15]1([S:21]([CH:24]=[C:25]2[CH2:28][O:27][CH2:26]2)(=[O:23])=[O:22])[CH:20]=[CH:19][CH:18]=[CH:17][CH:16]=1, predict the reaction product. The product is: [C:15]1([S:21]([CH2:24][C:25]2([C:9]3[CH:10]=[CH:11][C:6]([CH2:5][CH2:4][OH:3])=[CH:7][CH:8]=3)[CH2:28][O:27][CH2:26]2)(=[O:23])=[O:22])[CH:16]=[CH:17][CH:18]=[CH:19][CH:20]=1. (3) Given the reactants [CH3:1][C:2]([CH3:16])([CH3:15])[C:3]([O:5][C:6]1[CH:11]=[C:10]([NH2:12])[CH:9]=[CH:8][C:7]=1[O:13][CH3:14])=[O:4].[N+:17]([O-:20])([O-])=[O:18].[NH4+].[F:22][C:23]([F:34])([F:33])[C:24](O[C:24](=[O:25])[C:23]([F:34])([F:33])[F:22])=[O:25], predict the reaction product. The product is: [CH3:1][C:2]([CH3:16])([CH3:15])[C:3]([O:5][C:6]1[CH:11]=[C:10]([NH:12][C:24](=[O:25])[C:23]([F:34])([F:33])[F:22])[C:9]([N+:17]([O-:20])=[O:18])=[CH:8][C:7]=1[O:13][CH3:14])=[O:4]. (4) Given the reactants [CH3:1][O:2][C:3]1[CH:10]=[CH:9][C:6]([CH2:7]Cl)=[CH:5][CH:4]=1.C([O:13][C:14]([C:16]1[CH:29]=[C:19]2[C:20](=[O:28])[N:21](CC3CC3)[CH2:22][CH2:23][N:18]2[N:17]=1)=O)C, predict the reaction product. The product is: [OH:13][CH2:14][C:16]1[CH:29]=[C:19]2[C:20](=[O:28])[N:21]([CH2:7][C:6]3[CH:9]=[CH:10][C:3]([O:2][CH3:1])=[CH:4][CH:5]=3)[CH2:22][CH2:23][N:18]2[N:17]=1. (5) Given the reactants Br[C:2]1[CH:7]=[C:6]([CH3:8])[C:5]([S:9][C:10]2[C:11]3[N:34]([CH3:35])[CH:33]=[CH:32][C:12]=3[N:13]=[C:14]([N:16]([C:24]3[CH:29]=[CH:28][C:27]([C:30]#[N:31])=[CH:26][CH:25]=3)[C:17](=[O:23])[O:18][C:19]([CH3:22])([CH3:21])[CH3:20])[N:15]=2)=[C:4]([CH3:36])[CH:3]=1.[N:37]1[CH:42]=[CH:41][C:40](B(O)O)=[CH:39][CH:38]=1.C1COCC1.C([O-])([O-])=O.[Na+].[Na+], predict the reaction product. The product is: [CH3:36][C:4]1[CH:3]=[C:2]([C:40]2[CH:41]=[CH:42][N:37]=[CH:38][CH:39]=2)[CH:7]=[C:6]([CH3:8])[C:5]=1[S:9][C:10]1[C:11]2[N:34]([CH3:35])[CH:33]=[CH:32][C:12]=2[N:13]=[C:14]([N:16]([C:24]2[CH:25]=[CH:26][C:27]([C:30]#[N:31])=[CH:28][CH:29]=2)[C:17](=[O:23])[O:18][C:19]([CH3:20])([CH3:22])[CH3:21])[N:15]=1. (6) Given the reactants [CH3:1][O:2][C:3]1[CH:8]=[CH:7][C:6]([NH:9][C:10](=[O:20])[C:11]2[CH:16]=[C:15]([F:17])[C:14]([F:18])=[CH:13][C:12]=2[NH2:19])=[CH:5][CH:4]=1.[N:21]1[CH:26]=[CH:25][C:24]([N:27]2[CH2:35][CH2:34][CH:30]([C:31]([Cl:33])=[O:32])[CH2:29][CH2:28]2)=[CH:23][CH:22]=1, predict the reaction product. The product is: [ClH:33].[F:18][C:14]1[C:15]([F:17])=[CH:16][C:11]([C:10]([NH:9][C:6]2[CH:5]=[CH:4][C:3]([O:2][CH3:1])=[CH:8][CH:7]=2)=[O:20])=[C:12]([NH:19][C:31]([CH:30]2[CH2:29][CH2:28][N:27]([C:24]3[CH:23]=[CH:22][N:21]=[CH:26][CH:25]=3)[CH2:35][CH2:34]2)=[O:32])[CH:13]=1.